This data is from Peptide-MHC class I binding affinity with 185,985 pairs from IEDB/IMGT. The task is: Regression. Given a peptide amino acid sequence and an MHC pseudo amino acid sequence, predict their binding affinity value. This is MHC class I binding data. (1) The peptide sequence is NTSTCFQEY. The MHC is HLA-A30:01 with pseudo-sequence HLA-A30:01. The binding affinity (normalized) is 0.0847. (2) The peptide sequence is ANFKFRDL. The MHC is H-2-Kb with pseudo-sequence H-2-Kb. The binding affinity (normalized) is 0.903. (3) The peptide sequence is SDQKFVDVI. The MHC is HLA-B40:01 with pseudo-sequence HLA-B40:01. The binding affinity (normalized) is 0. (4) The peptide sequence is TPSGKRLQI. The MHC is HLA-B15:01 with pseudo-sequence HLA-B15:01. The binding affinity (normalized) is 0.0847. (5) The peptide sequence is IVLPEKDSW. The MHC is HLA-A29:02 with pseudo-sequence HLA-A29:02. The binding affinity (normalized) is 0.